From a dataset of Forward reaction prediction with 1.9M reactions from USPTO patents (1976-2016). Predict the product of the given reaction. (1) Given the reactants [OH:1][C:2]1[CH:3]=[C:4]([CH2:8][C:9]([OH:11])=[O:10])[CH:5]=[CH:6][CH:7]=1.[OH-].[K+].[CH3:14][O:15][C:16](=[O:25])[C:17]1[CH:22]=[CH:21][CH:20]=[CH:19][C:18]=1[CH2:23]Br, predict the reaction product. The product is: [CH3:14][O:15][C:16]([C:17]1[CH:22]=[CH:21][CH:20]=[CH:19][C:18]=1[CH2:23][O:1][C:2]1[CH:3]=[C:4]([CH2:8][C:9]([OH:11])=[O:10])[CH:5]=[CH:6][CH:7]=1)=[O:25]. (2) Given the reactants FC(F)(F)C(O)=O.[CH3:8][N:9]1[CH2:14][CH2:13][N:12]([C:15]2[CH:23]=[CH:22][C:18]([C:19]([OH:21])=O)=[C:17]([N:24]([CH:31]3[CH2:36][CH2:35][O:34][CH2:33][CH2:32]3)[C:25](=[O:30])[C:26]([F:29])([F:28])[F:27])[CH:16]=2)[CH2:11][CH2:10]1.C(Cl)(=O)C(Cl)=O.C(N(CC)C(C)C)(C)C.[F:52][C:53]1[CH:54]=[C:55]([S:60]([C:63]2[CH:64]=[C:65]3[C:69](=[CH:70][CH:71]=2)[N:68]([C:72]([C:85]2[CH:90]=[CH:89][CH:88]=[CH:87][CH:86]=2)([C:79]2[CH:84]=[CH:83][CH:82]=[CH:81][CH:80]=2)[C:73]2[CH:78]=[CH:77][CH:76]=[CH:75][CH:74]=2)[N:67]=[C:66]3[NH2:91])(=[O:62])=[O:61])[CH:56]=[C:57]([F:59])[CH:58]=1, predict the reaction product. The product is: [F:52][C:53]1[CH:54]=[C:55]([S:60]([C:63]2[CH:64]=[C:65]3[C:69](=[CH:70][CH:71]=2)[N:68]([C:72]([C:79]2[CH:80]=[CH:81][CH:82]=[CH:83][CH:84]=2)([C:73]2[CH:78]=[CH:77][CH:76]=[CH:75][CH:74]=2)[C:85]2[CH:86]=[CH:87][CH:88]=[CH:89][CH:90]=2)[N:67]=[C:66]3[NH:91][C:19](=[O:21])[C:18]2[CH:22]=[CH:23][C:15]([N:12]3[CH2:13][CH2:14][N:9]([CH3:8])[CH2:10][CH2:11]3)=[CH:16][C:17]=2[N:24]([CH:31]2[CH2:36][CH2:35][O:34][CH2:33][CH2:32]2)[C:25](=[O:30])[C:26]([F:28])([F:27])[F:29])(=[O:62])=[O:61])[CH:56]=[C:57]([F:59])[CH:58]=1. (3) Given the reactants Br[C:2]1[CH:7]=[CH:6][C:5]([CH2:8][CH2:9][OH:10])=[CH:4][CH:3]=1.[C:11]([C:13]1[CH:14]=[C:15](B(O)O)[CH:16]=[CH:17][CH:18]=1)#[N:12].C(=O)([O-])[O-].[K+].[K+], predict the reaction product. The product is: [OH:10][CH2:9][CH2:8][C:5]1[CH:6]=[CH:7][C:2]([C:17]2[CH:16]=[CH:15][CH:14]=[C:13]([C:11]#[N:12])[CH:18]=2)=[CH:3][CH:4]=1. (4) Given the reactants O1CCCCC1[O:7][C:8]([C:10]12[CH2:17][CH2:16][C:13]([NH:18][CH2:19][C:20]([N:22]3[CH2:26][C@@H:25]([F:27])[CH2:24][C@H:23]3[C:28]#[N:29])=[O:21])([CH2:14][CH2:15]1)[CH2:12][CH2:11]2)=[O:9], predict the reaction product. The product is: [C:8]([C:10]12[CH2:17][CH2:16][C:13]([NH:18][CH2:19][C:20]([N:22]3[CH2:26][C@@H:25]([F:27])[CH2:24][C@H:23]3[C:28]#[N:29])=[O:21])([CH2:14][CH2:15]1)[CH2:12][CH2:11]2)([OH:9])=[O:7]. (5) Given the reactants C([C@@H:3]1[C@@H:7]([C:8]2[CH:13]=[CH:12][CH:11]=[CH:10][CH:9]=2)[O:6][C:5]([CH3:15])([CH3:14])[N:4]1[C:16]([O:18][C:19]([CH3:22])([CH3:21])[CH3:20])=[O:17])=O.C1(P(=[CH:42][CH:43]=[O:44])(C2C=CC=CC=2)C2C=CC=CC=2)C=CC=CC=1.[CH2:45](Cl)Cl, predict the reaction product. The product is: [CH3:14][C:5]1([CH3:15])[N:4]([C:16]([O:18][C:19]([CH3:21])([CH3:20])[CH3:22])=[O:17])[C@H:3](/[CH:45]=[CH:42]/[CH:43]=[O:44])[C@@H:7]([C:8]2[CH:13]=[CH:12][CH:11]=[CH:10][CH:9]=2)[O:6]1. (6) Given the reactants [Cl:1][C:2]1[CH:16]=[C:15]([Cl:17])[CH:14]=[CH:13][C:3]=1[CH2:4][NH:5][C:6](=O)[CH2:7][C:8]([F:11])([F:10])[F:9], predict the reaction product. The product is: [Cl:1][C:2]1[CH:16]=[C:15]([Cl:17])[CH:14]=[CH:13][C:3]=1[CH2:4][NH:5][CH2:6][CH2:7][C:8]([F:9])([F:10])[F:11]. (7) Given the reactants [CH:1]1([C:4](Cl)=[O:5])[CH2:3][CH2:2]1.[NH2:7][C:8]1[S:9][CH:10]=[CH:11][C:12]=1[C:13]([O:15][CH3:16])=[O:14], predict the reaction product. The product is: [CH:1]1([C:4]([NH:7][C:8]2[S:9][CH:10]=[CH:11][C:12]=2[C:13]([O:15][CH3:16])=[O:14])=[O:5])[CH2:3][CH2:2]1. (8) Given the reactants [I:1]N1C(=O)CCC1=O.[Cl:9][C:10]1[CH:11]=[CH:12][C:13]([OH:28])=[C:14]([CH2:16][C:17]2[N:22]=[C:21]([C:23]([O:25][CH2:26][CH3:27])=[O:24])[CH:20]=[CH:19][CH:18]=2)[CH:15]=1, predict the reaction product. The product is: [Cl:9][C:10]1[CH:11]=[C:12]([I:1])[C:13]([OH:28])=[C:14]([CH2:16][C:17]2[N:22]=[C:21]([C:23]([O:25][CH2:26][CH3:27])=[O:24])[CH:20]=[CH:19][CH:18]=2)[CH:15]=1.